Task: Predict the reactants needed to synthesize the given product.. Dataset: Full USPTO retrosynthesis dataset with 1.9M reactions from patents (1976-2016) (1) Given the product [Br:15][C:14]1[C:7]2[C:6]([CH2:5][CH2:4][OH:3])=[CH:10][S:9][C:8]=2[C:11]([CH3:16])=[CH:12][CH:13]=1, predict the reactants needed to synthesize it. The reactants are: C([O:3][C:4](=O)[CH2:5][C:6]1[C:7]2[C:14]([Br:15])=[CH:13][CH:12]=[C:11]([CH3:16])[C:8]=2[S:9][CH:10]=1)C.[H-].[Al+3].[Li+].[H-].[H-].[H-].[OH-].[Na+].[O-]S([O-])(=O)=O.[Na+].[Na+]. (2) Given the product [CH:10]1([CH2:9][O:8][C:6]2[C:5]3[N:14]([CH2:29][C@H:30]4[CH2:35][CH2:34][C@H:33]([CH3:36])[CH2:32][CH2:31]4)[C:15]([N:17]4[CH2:22][CH2:21][O:20][CH2:19][C@H:18]4[C:23]4[CH:28]=[CH:27][CH:26]=[CH:25][CH:24]=4)=[N:16][C:4]=3[CH:3]=[C:2]([C:37]#[N:38])[N:7]=2)[CH2:13][CH2:12][CH2:11]1, predict the reactants needed to synthesize it. The reactants are: Cl[C:2]1[N:7]=[C:6]([O:8][CH2:9][CH:10]2[CH2:13][CH2:12][CH2:11]2)[C:5]2[N:14]([CH2:29][C@H:30]3[CH2:35][CH2:34][C@H:33]([CH3:36])[CH2:32][CH2:31]3)[C:15]([N:17]3[CH2:22][CH2:21][O:20][CH2:19][C@H:18]3[C:23]3[CH:28]=[CH:27][CH:26]=[CH:25][CH:24]=3)=[N:16][C:4]=2[CH:3]=1.[CH3:37][N:38](C=O)C. (3) Given the product [Br:17][C:13]1[C:12]([F:18])=[C:11]([C:5](=[O:7])[CH3:6])[CH:16]=[CH:15][CH:14]=1, predict the reactants needed to synthesize it. The reactants are: [Cl-].[Cl-].[Cl-].[Al+3].[C:5](Cl)(=[O:7])[CH3:6].C[Si](C)(C)[C:11]1[C:12]([F:18])=[C:13]([Br:17])[CH:14]=[CH:15][CH:16]=1.C(=O)([O-])[O-].[Na+].[Na+]. (4) Given the product [F:18][C:16]1[CH:15]=[C:14]([C@@H:19]2[CH2:20][CH2:21][C:22]([CH3:27])([CH3:26])[CH2:23][NH:24]2)[CH:13]=[C:12]([F:11])[CH:17]=1, predict the reactants needed to synthesize it. The reactants are: [H-].C([Al+]CC(C)C)C(C)C.[F:11][C:12]1[CH:13]=[C:14]([C@H:19]2[NH:24][C:23](=O)[C:22]([CH3:27])([CH3:26])[CH2:21][CH2:20]2)[CH:15]=[C:16]([F:18])[CH:17]=1.C([Al]CC(C)C)C(C)C. (5) Given the product [CH3:1][O:2][C:3]1[CH:12]=[CH:11][C:10]([NH:13][C:20](=[O:22])[CH3:21])=[CH:9][C:4]=1[C:5]([O:7][CH3:8])=[O:6], predict the reactants needed to synthesize it. The reactants are: [CH3:1][O:2][C:3]1[CH:12]=[CH:11][C:10]([NH2:13])=[CH:9][C:4]=1[C:5]([O:7][CH3:8])=[O:6].N1C=CC=CC=1.[C:20](OC(=O)C)(=[O:22])[CH3:21]. (6) Given the product [C:38]([O:42][C:43]([C:45]1[CH:55]=[C:54]([O:56][C:27]2[CH:37]=[CH:36][C:30]([C:31](=[O:32])[N:33]([CH3:35])[CH3:34])=[CH:29][CH:28]=2)[C:48]2[CH2:49][CH:50]([CH2:52][OH:53])[O:51][C:47]=2[CH:46]=1)=[O:44])([CH3:41])([CH3:39])[CH3:40], predict the reactants needed to synthesize it. The reactants are: COC(C1C=C(OC2C=CC(S(C)(=O)=O)=CC=2)C=C2OC(C)CC=12)=O.F[C:27]1[CH:37]=[CH:36][C:30]([C:31]([N:33]([CH3:35])[CH3:34])=[O:32])=[CH:29][CH:28]=1.[C:38]([O:42][C:43]([C:45]1[CH:55]=[C:54]([OH:56])[C:48]2[CH2:49][CH:50]([CH2:52][OH:53])[O:51][C:47]=2[CH:46]=1)=[O:44])([CH3:41])([CH3:40])[CH3:39]. (7) The reactants are: [CH3:1][C:2]1[C:7]([CH3:8])=[CH:6][CH:5]=[CH:4][C:3]=1[C:9]1[CH:14]=[CH:13][CH:12]=[CH:11][C:10]=1[CH2:15][CH2:16][C:17](O)=[O:18].[CH:20]([NH:23][NH:24][C:25]([C:27]1[O:28][CH:29]=[CH:30][CH:31]=1)=[O:26])([CH3:22])[CH3:21].C(N(CC)CC)C.C1C=CC2N(O)N=NC=2C=1.CCN=C=NCCCN(C)C. Given the product [CH3:1][C:2]1[C:7]([CH3:8])=[CH:6][CH:5]=[CH:4][C:3]=1[C:9]1[CH:14]=[CH:13][CH:12]=[CH:11][C:10]=1[CH2:15][CH2:16][C:17]([N:23]([CH:20]([CH3:22])[CH3:21])[NH:24][C:25]([C:27]1[O:28][CH:29]=[CH:30][CH:31]=1)=[O:26])=[O:18], predict the reactants needed to synthesize it.